This data is from Forward reaction prediction with 1.9M reactions from USPTO patents (1976-2016). The task is: Predict the product of the given reaction. (1) The product is: [Br:1][C:2]1[N:7]=[C:6]([NH:19][C:16]2[CH:15]=[C:14]([C:10]([CH3:13])([CH3:12])[CH3:11])[NH:18][N:17]=2)[C:5]([Cl:9])=[CH:4][N:3]=1. Given the reactants [Br:1][C:2]1[N:7]=[C:6](Br)[C:5]([Cl:9])=[CH:4][N:3]=1.[C:10]([C:14]1[NH:18][N:17]=[C:16]([NH2:19])[CH:15]=1)([CH3:13])([CH3:12])[CH3:11].O.CC(=O)OCC, predict the reaction product. (2) Given the reactants [CH2:1]([O:8][N:9]=[C:10]1[CH2:14][N:13]([C:15]([O:17]C(C)(C)C)=O)[C@H:12]([C:22]([OH:24])=O)[CH2:11]1)[C:2]1[CH:7]=[CH:6][CH:5]=[CH:4][CH:3]=1.[O:25]=[C:26]1[C:31](C(Cl)=O)=[CH:30][CH:29]=[C:28]([CH2:35][CH2:36][CH2:37][CH2:38][CH3:39])[O:27]1.[N:40]1[C:49]2[C:44](=[CH:45][C:46]([NH2:50])=[CH:47][CH:48]=2)[CH:43]=[CH:42][CH:41]=1, predict the reaction product. The product is: [CH2:1]([O:8][N:9]=[C:10]1[CH2:14][N:13]([C:15]([C:31]2[C:26](=[O:25])[O:27][C:28]([CH2:35][CH2:36][CH2:37][CH2:38][CH3:39])=[CH:29][CH:30]=2)=[O:17])[C@H:12]([C:22]([NH:50][C:46]2[CH:45]=[C:44]3[C:49](=[CH:48][CH:47]=2)[N:40]=[CH:41][CH:42]=[CH:43]3)=[O:24])[CH2:11]1)[C:2]1[CH:3]=[CH:4][CH:5]=[CH:6][CH:7]=1. (3) The product is: [NH2:1][C:2]1[N:7]=[CH:6][N:5]=[C:4]2[N:8]([CH:12]([C:14]3[CH:19]=[N:18][N:17]([C:20]4[CH:21]=[N:22][CH:23]=[CH:24][CH:25]=4)[C:16](=[O:26])[C:15]=3[C:27]3[CH:32]=[CH:31][CH:30]=[CH:29][CH:28]=3)[CH3:13])[N:9]=[C:10]([C:36]3[CH:37]=[C:38]([OH:40])[CH:39]=[C:34]([F:33])[CH:35]=3)[C:3]=12. Given the reactants [NH2:1][C:2]1[N:7]=[CH:6][N:5]=[C:4]2[N:8]([CH:12]([C:14]3[CH:19]=[N:18][N:17]([C:20]4[CH:21]=[N:22][CH:23]=[CH:24][CH:25]=4)[C:16](=[O:26])[C:15]=3[C:27]3[CH:32]=[CH:31][CH:30]=[CH:29][CH:28]=3)[CH3:13])[N:9]=[C:10](I)[C:3]=12.[F:33][C:34]1[CH:35]=[C:36](B(O)O)[CH:37]=[C:38]([OH:40])[CH:39]=1, predict the reaction product. (4) Given the reactants [Si:1]([O:8][CH2:9][C@@H:10]1[CH:14]=[CH:13][C:12](=[O:15])[N:11]1[C:16]([O:18][C:19]([CH3:22])([CH3:21])[CH3:20])=[O:17])([C:4]([CH3:7])([CH3:6])[CH3:5])([CH3:3])[CH3:2].CO[CH2:25][N:26]([CH2:34][Si](C)(C)C)[CH2:27][C:28]1[CH:33]=[CH:32][CH:31]=[CH:30][CH:29]=1.C(O)(C(F)(F)F)=O.C(N(CC)CC)C, predict the reaction product. The product is: [CH2:27]([N:26]1[CH2:34][C@H:13]2[C:12](=[O:15])[N:11]([C:16]([O:18][C:19]([CH3:22])([CH3:21])[CH3:20])=[O:17])[C@H:10]([CH2:9][O:8][Si:1]([C:4]([CH3:7])([CH3:6])[CH3:5])([CH3:3])[CH3:2])[C@H:14]2[CH2:25]1)[C:28]1[CH:33]=[CH:32][CH:31]=[CH:30][CH:29]=1. (5) Given the reactants [CH2:1]([O:8][C:9]1[CH:38]=[CH:37][C:36]([C:39]([F:42])([F:41])[F:40])=[CH:35][C:10]=1[CH2:11][N:12]([CH2:20][C:21]1[CH:26]=[C:25]([C:27]([F:30])([F:29])[F:28])[CH:24]=[C:23]([C:31]([F:34])([F:33])[F:32])[CH:22]=1)[C:13]1[N:18]=[CH:17][C:16]([OH:19])=[CH:15][N:14]=1)[C:2]1[CH:7]=[CH:6][CH:5]=[CH:4][CH:3]=1.[CH3:43][S:44][CH2:45][CH2:46]O.C1(P(C2C=CC=CC=2)C2C=CC=CC=2)C=CC=CC=1.N(C(OCC)=O)=NC(OCC)=O.C1(C)C=CC=CC=1, predict the reaction product. The product is: [CH2:1]([O:8][C:9]1[CH:38]=[CH:37][C:36]([C:39]([F:42])([F:40])[F:41])=[CH:35][C:10]=1[CH2:11][N:12]([CH2:20][C:21]1[CH:22]=[C:23]([C:31]([F:33])([F:32])[F:34])[CH:24]=[C:25]([C:27]([F:30])([F:28])[F:29])[CH:26]=1)[C:13]1[N:14]=[CH:15][C:16]([O:19][CH2:46][CH2:45][S:44][CH3:43])=[CH:17][N:18]=1)[C:2]1[CH:7]=[CH:6][CH:5]=[CH:4][CH:3]=1. (6) Given the reactants [CH3:1][O:2][C:3]([C:5]1[S:6][C:7]([C:11]2[CH:16]=[CH:15][CH:14]=[CH:13][CH:12]=2)=[CH:8][C:9]=1[NH2:10])=[O:4].[Cl:17][C:18]1[CH:26]=[CH:25][C:21]([C:22](Cl)=[O:23])=[CH:20][CH:19]=1, predict the reaction product. The product is: [CH3:1][O:2][C:3]([C:5]1[S:6][C:7]([C:11]2[CH:16]=[CH:15][CH:14]=[CH:13][CH:12]=2)=[CH:8][C:9]=1[NH:10][C:22](=[O:23])[C:21]1[CH:25]=[CH:26][C:18]([Cl:17])=[CH:19][CH:20]=1)=[O:4]. (7) Given the reactants [CH:1]([C:4]1[CH:25]=[CH:24][C:7]([CH2:8][C:9]2[C:21]([CH3:22])=[CH:20][C:19]([CH3:23])=[CH:18][C:10]=2[O:11][CH2:12][C:13]([O:15]CC)=[O:14])=[CH:6][CH:5]=1)([CH3:3])[CH3:2], predict the reaction product. The product is: [CH:1]([C:4]1[CH:5]=[CH:6][C:7]([CH2:8][C:9]2[C:21]([CH3:22])=[CH:20][C:19]([CH3:23])=[CH:18][C:10]=2[O:11][CH2:12][C:13]([OH:15])=[O:14])=[CH:24][CH:25]=1)([CH3:3])[CH3:2].